From a dataset of Peptide-MHC class I binding affinity with 185,985 pairs from IEDB/IMGT. Regression. Given a peptide amino acid sequence and an MHC pseudo amino acid sequence, predict their binding affinity value. This is MHC class I binding data. (1) The peptide sequence is LQYEGGAAL. The MHC is HLA-A03:01 with pseudo-sequence HLA-A03:01. The binding affinity (normalized) is 0.222. (2) The peptide sequence is WLYDLWGQL. The MHC is HLA-B27:03 with pseudo-sequence HLA-B27:03. The binding affinity (normalized) is 0.0847. (3) The peptide sequence is FVSVYFSDY. The MHC is HLA-B15:01 with pseudo-sequence HLA-B15:01. The binding affinity (normalized) is 0.489. (4) The peptide sequence is KEISNMLNI. The MHC is HLA-B44:02 with pseudo-sequence HLA-B44:02. The binding affinity (normalized) is 0.601. (5) The peptide sequence is IVADDLTAA. The MHC is H-2-Ld with pseudo-sequence H-2-Ld. The binding affinity (normalized) is 0.0253.